Dataset: Reaction yield outcomes from USPTO patents with 853,638 reactions. Task: Predict the reaction yield, written as a fraction of the theoretical maximum amount of product (1.0 means a 100% yield; for example, 0.34 means a 34% yield). (1) The reactants are [C:1]([NH2:4])(=[S:3])[CH3:2].Br[CH2:6][C:7]([C:9]1[CH:14]=[CH:13][CH:12]=[C:11]([O:15][CH3:16])[CH:10]=1)=O. The catalyst is O. The product is [CH3:16][O:15][C:11]1[CH:10]=[C:9]([C:7]2[N:4]=[C:1]([CH3:2])[S:3][CH:6]=2)[CH:14]=[CH:13][CH:12]=1. The yield is 0.830. (2) The reactants are CO[C:3](=[O:25])[C:4]1[CH:9]=[CH:8][C:7]([O:10][CH2:11][C:12]2[C:13]([C:18]3[CH:23]=[CH:22][C:21]([Cl:24])=[CH:20][CH:19]=3)=[N:14][O:15][C:16]=2[CH3:17])=[N:6][CH:5]=1.COC(=O)C1C=CC(OCC2C(C3C=CC=C(F)C=3)=NOC=2C)=NC=1.[NH:51]1[CH2:56][CH2:55][O:54][CH2:53][CH2:52]1. No catalyst specified. The product is [Cl:24][C:21]1[CH:22]=[CH:23][C:18]([C:13]2[C:12]([CH2:11][O:10][C:7]3[N:6]=[CH:5][C:4]([C:3]([N:51]4[CH2:56][CH2:55][O:54][CH2:53][CH2:52]4)=[O:25])=[CH:9][CH:8]=3)=[C:16]([CH3:17])[O:15][N:14]=2)=[CH:19][CH:20]=1. The yield is 0.850. (3) The reactants are C(OC([CH2:8][CH2:9][NH:10][C:11]1[CH:16]=[C:15]([C:17]2[C:18]([C:31]3[CH:36]=[CH:35][C:34]([F:37])=[CH:33][CH:32]=3)=[N:19][N:20]([C:22]3[CH:23]=[CH:24][C:25]4[N:26]([CH:28]=[N:29][N:30]=4)[N:27]=3)[CH:21]=2)[CH:14]=[CH:13][N:12]=1)=O)(C)(C)C.C(OC(NC1C=C(C2C(C3C=CC(F)=CC=3)=NN(C3C=CC4N(C=NN=4)N=3)C=2)C=CN=1)=O)(C)(C)C. No catalyst specified. The product is [CH2:9]([NH:10][C:11]1[CH:16]=[C:15]([C:17]2[C:18]([C:31]3[CH:32]=[CH:33][C:34]([F:37])=[CH:35][CH:36]=3)=[N:19][N:20]([C:22]3[CH:23]=[CH:24][C:25]4[N:26]([CH:28]=[N:29][N:30]=4)[N:27]=3)[CH:21]=2)[CH:14]=[CH:13][N:12]=1)[CH3:8]. The yield is 0.780. (4) The reactants are [CH2:1]([O:8][C:9]([N:11]1[CH2:16][CH2:15][CH:14]([C:17]([C:19]([OH:21])=[O:20])=[CH2:18])[CH2:13][CH2:12]1)=[O:10])[C:2]1[CH:7]=[CH:6][CH:5]=[CH:4][CH:3]=1.[C:22]([OH:25])(=[S:24])[CH3:23]. No catalyst specified. The product is [CH2:1]([O:8][C:9]([N:11]1[CH2:12][CH2:13][CH:14]([CH:17]([C:19]([OH:21])=[O:20])[CH2:18][S:24][C:22](=[O:25])[CH3:23])[CH2:15][CH2:16]1)=[O:10])[C:2]1[CH:3]=[CH:4][CH:5]=[CH:6][CH:7]=1. The yield is 0.950. (5) The reactants are O=[C:2]1[CH2:7][CH2:6][CH:5]([C:8]([O:10][CH2:11][CH3:12])=[O:9])[CH2:4][CH2:3]1.CC(O)=O.[CH2:17]([NH:24][CH2:25][C:26]1[CH:31]=[CH:30][CH:29]=[CH:28][CH:27]=1)[C:18]1[CH:23]=[CH:22][CH:21]=[CH:20][CH:19]=1.[BH-](OC(C)=O)(OC(C)=O)OC(C)=O.[Na+]. The catalyst is O.C1COCC1. The product is [CH2:25]([N:24]([CH2:17][C:18]1[CH:23]=[CH:22][CH:21]=[CH:20][CH:19]=1)[CH:2]1[CH2:7][CH2:6][CH:5]([C:8]([O:10][CH2:11][CH3:12])=[O:9])[CH2:4][CH2:3]1)[C:26]1[CH:31]=[CH:30][CH:29]=[CH:28][CH:27]=1. The yield is 0.720. (6) The reactants are [CH2:1]([N:8]1[C:16]2[CH:15]=CC=[C:12]([C:17]([O-])=O)[C:11]=2[C:10]([CH2:20][CH2:21]N[C@H]2C3CCN(CC3)C2)=[N:9]1)[C:2]1[CH:7]=[CH:6][CH:5]=[CH:4][CH:3]=1.[Li+].[CH:32]([N:35]([CH2:39][CH3:40])[CH:36]([CH3:38])C)([CH3:34])C.[CH3:41]CCP1(OP(CCC)(=O)OP(CCC)(=O)O1)=O.C(=O)(O)[O-].[Na+].[CH3:64][N:65]([CH:67]=[O:68])C. The catalyst is [Cl-].[Na+].O. The product is [CH2:1]([N:8]1[C:16]2=[CH:15][CH:64]=[N:65][C:67](=[O:68])[C:12]3=[C:11]2[C:10]([CH2:20][CH2:21][C@H:17]3[CH:40]2[CH:41]3[CH2:34][CH2:32][N:35]([CH2:36][CH2:38]3)[CH2:39]2)=[N:9]1)[C:2]1[CH:3]=[CH:4][CH:5]=[CH:6][CH:7]=1. The yield is 0.660. (7) The product is [C:6]([O:10][C:11](=[O:21])[NH:12][C:13]1[CH:14]=[N:15][C:16]([Cl:20])=[C:17]([F:19])[C:18]=1[I:30])([CH3:9])([CH3:7])[CH3:8]. The catalyst is C(OCC)C.C1COCC1. The reactants are [Li]CCCC.[C:6]([O:10][C:11](=[O:21])[NH:12][C:13]1[CH:14]=[N:15][C:16]([Cl:20])=[C:17]([F:19])[CH:18]=1)([CH3:9])([CH3:8])[CH3:7].CN(C)CCN(C)C.[I:30]I.Cl. The yield is 0.820. (8) The yield is 0.620. The product is [CH3:11][O:12][C:13]1[CH:14]=[CH:15][C:16]([CH2:19][O:20][C:21]2[CH:28]=[CH:27][C:24]([CH:25]=[C:6]3[C:7](=[O:8])[O:9][C:2]([CH3:10])([CH3:1])[O:3][C:4]3=[O:5])=[CH:23][CH:22]=2)=[CH:17][CH:18]=1. The catalyst is C1(C)C=CC=CC=1.O. The reactants are [CH3:1][C:2]1([CH3:10])[O:9][C:7](=[O:8])[CH2:6][C:4](=[O:5])[O:3]1.[CH3:11][O:12][C:13]1[CH:18]=[CH:17][C:16]([CH2:19][O:20][C:21]2[CH:28]=[CH:27][C:24]([CH:25]=O)=[CH:23][CH:22]=2)=[CH:15][CH:14]=1.C(O)(=O)C.N1CCCCC1. (9) The reactants are [NH4+].[Cl-].[CH:3]1([N:6]2[CH2:12][CH2:11][C:10]3[CH:13]=[C:14]([N+:17]([O-])=O)[CH:15]=[CH:16][C:9]=3[CH2:8][CH2:7]2)[CH2:5][CH2:4]1. The catalyst is CCO.O.[Fe]. The product is [CH:3]1([N:6]2[CH2:12][CH2:11][C:10]3[CH:13]=[C:14]([NH2:17])[CH:15]=[CH:16][C:9]=3[CH2:8][CH2:7]2)[CH2:4][CH2:5]1. The yield is 0.460. (10) The reactants are [NH2:1][C:2]1[S:6][N:5]=[C:4]([CH3:7])[C:3]=1[C:8]([NH:10][C:11]1[CH:16]=[CH:15][C:14]([F:17])=[C:13]([F:18])[CH:12]=1)=[O:9].Cl[C:20]1[CH:25]=[CH:24][N:23]2[N:26]=[CH:27][CH:28]=[C:22]2[N:21]=1.C(=O)([O-])[O-].[Cs+].[Cs+].CC1(C)C2C(=C(P(C3C=CC=CC=3)C3C=CC=CC=3)C=CC=2)OC2C(P(C3C=CC=CC=3)C3C=CC=CC=3)=CC=CC1=2. The catalyst is O1CCOCC1.CN(C=O)C.C([O-])(=O)C.[Pd+2].C([O-])(=O)C. The product is [F:18][C:13]1[CH:12]=[C:11]([NH:10][C:8]([C:3]2[C:4]([CH3:7])=[N:5][S:6][C:2]=2[NH:1][C:20]2[CH:25]=[CH:24][N:23]3[N:26]=[CH:27][CH:28]=[C:22]3[N:21]=2)=[O:9])[CH:16]=[CH:15][C:14]=1[F:17]. The yield is 0.0900.